Dataset: Full USPTO retrosynthesis dataset with 1.9M reactions from patents (1976-2016). Task: Predict the reactants needed to synthesize the given product. (1) Given the product [I:8][C:7]1[C:2]([NH:12][CH2:11][C:10]([F:14])([F:13])[F:9])=[N:3][CH:4]=[N:5][CH:6]=1, predict the reactants needed to synthesize it. The reactants are: Cl[C:2]1[C:7]([I:8])=[CH:6][N:5]=[CH:4][N:3]=1.[F:9][C:10]([F:14])([F:13])[CH2:11][NH2:12].CCN(C(C)C)C(C)C. (2) Given the product [CH3:9][O:10][CH:11]1[CH2:16][CH2:15][CH2:14][N:13]([CH2:1][C:2]#[N:3])[CH2:12]1, predict the reactants needed to synthesize it. The reactants are: [CH3:1][CH2:2][N:3](CC)CC.Cl.[CH3:9][O:10][CH:11]1[CH2:16][CH2:15][CH2:14][NH:13][CH2:12]1.C(#N)CO. (3) The reactants are: Br[C:2]1[C:3]([CH3:20])=[CH:4][C:5]2[N:6]([CH:8]=[C:9]([C:11]3[CH:16]=[CH:15][C:14]([N:17]([CH3:19])[CH3:18])=[CH:13][CH:12]=3)[N:10]=2)[CH:7]=1.[CH2:21]([Sn](CCCC)(CCCC)C=C)[CH2:22]CC. Given the product [CH3:18][N:17]([CH3:19])[C:14]1[CH:15]=[CH:16][C:11]([C:9]2[N:10]=[C:5]3[CH:4]=[C:3]([CH3:20])[C:2]([CH:21]=[CH2:22])=[CH:7][N:6]3[CH:8]=2)=[CH:12][CH:13]=1, predict the reactants needed to synthesize it. (4) Given the product [CH3:25][O:24][C:7]1[CH:6]=[CH:5][C:4]2[N:3]=[C:2]([NH:26][C:27]3[CH:32]=[CH:31][C:30]([N:33]4[CH2:34][CH2:35][S:36](=[O:40])(=[O:39])[CH2:37][CH2:38]4)=[CH:29][CH:28]=3)[C:11]3=[N:12][NH:13][CH:14]=[C:10]3[C:9]=2[CH:8]=1, predict the reactants needed to synthesize it. The reactants are: Cl[C:2]1[C:11]2=[N:12][N:13](CC3C=CC(OC)=CC=3)[CH:14]=[C:10]2[C:9]2[CH:8]=[C:7]([O:24][CH3:25])[CH:6]=[CH:5][C:4]=2[N:3]=1.[NH2:26][C:27]1[CH:32]=[CH:31][C:30]([N:33]2[CH2:38][CH2:37][S:36](=[O:40])(=[O:39])[CH2:35][CH2:34]2)=[CH:29][CH:28]=1.Cl. (5) Given the product [ClH:35].[CH:31]1([CH2:30][NH:7][C@@H:8]2[CH2:10][C@H:9]2[C:11]2[CH:12]=[CH:13][C:14]([NH:17][C:18](=[O:29])[C:19]3[CH:24]=[CH:23][CH:22]=[C:21]([S:25](=[O:27])(=[O:28])[NH2:26])[CH:20]=3)=[CH:15][CH:16]=2)[CH2:33][CH2:32]1, predict the reactants needed to synthesize it. The reactants are: C(OC(=O)[N:7]([CH2:30][CH:31]1[CH2:33][CH2:32]1)[C@@H:8]1[CH2:10][C@H:9]1[C:11]1[CH:16]=[CH:15][C:14]([NH:17][C:18](=[O:29])[C:19]2[CH:24]=[CH:23][CH:22]=[C:21]([S:25](=[O:28])(=[O:27])[NH2:26])[CH:20]=2)=[CH:13][CH:12]=1)(C)(C)C.[ClH:35].C(OCC)(=O)C. (6) Given the product [F:20][C:17]1[CH:18]=[C:19]2[C:14]([CH2:13][CH2:12][C@H:11]2[NH:10][C:8]2[C:7]([N+:21]([O-:23])=[O:22])=[CH:6][CH:5]=[C:4]([NH:30][C:27]3[CH:26]=[C:25]([CH3:24])[NH:29][N:28]=3)[N:9]=2)=[CH:15][CH:16]=1, predict the reactants needed to synthesize it. The reactants are: N#N.Cl[C:4]1[N:9]=[C:8]([NH:10][C@H:11]2[C:19]3[C:14](=[CH:15][CH:16]=[C:17]([F:20])[CH:18]=3)[CH2:13][CH2:12]2)[C:7]([N+:21]([O-:23])=[O:22])=[CH:6][CH:5]=1.[CH3:24][C:25]1[NH:29][N:28]=[C:27]([NH2:30])[CH:26]=1.C(N(C(C)C)CC)(C)C.